Dataset: Catalyst prediction with 721,799 reactions and 888 catalyst types from USPTO. Task: Predict which catalyst facilitates the given reaction. Reactant: CC(OC(/N=N/C(OC(C)C)=O)=O)C.C1(P(C2C=CC=CC=2)C2C=CC=CC=2)C=CC=CC=1.O[CH2:35][C@H:36]1[C:45]2[C:40](=[CH:41][CH:42]=[CH:43][CH:44]=2)[CH2:39][CH2:38][N:37]1[C:46]([O:48][C:49]([CH3:52])([CH3:51])[CH3:50])=[O:47].[C:53]1(=[O:63])[NH:57][C:56](=[O:58])[C:55]2=[CH:59][CH:60]=[CH:61][CH:62]=[C:54]12. Product: [O:63]=[C:53]1[C:54]2[CH:62]=[CH:61][CH:60]=[CH:59][C:55]=2[C:56](=[O:58])[N:57]1[CH2:35][C@H:36]1[C:45]2[C:40](=[CH:41][CH:42]=[CH:43][CH:44]=2)[CH2:39][CH2:38][N:37]1[C:46]([O:48][C:49]([CH3:52])([CH3:51])[CH3:50])=[O:47]. The catalyst class is: 46.